Dataset: Reaction yield outcomes from USPTO patents with 853,638 reactions. Task: Predict the reaction yield, written as a fraction of the theoretical maximum amount of product (1.0 means a 100% yield; for example, 0.34 means a 34% yield). The reactants are S(Cl)([Cl:3])=O.[CH3:5][O:6][C:7]1[N:12]=[CH:11][C:10]([CH2:13]O)=[CH:9][CH:8]=1. The catalyst is C(Cl)Cl. The product is [Cl:3][CH2:13][C:10]1[CH:9]=[CH:8][C:7]([O:6][CH3:5])=[N:12][CH:11]=1. The yield is 0.880.